This data is from Full USPTO retrosynthesis dataset with 1.9M reactions from patents (1976-2016). The task is: Predict the reactants needed to synthesize the given product. (1) The reactants are: [O:1]=[C:2]([C:12]1[CH:13]=[N:14][CH:15]=[CH:16][CH:17]=1)[CH2:3][NH:4]C(=O)OC(C)(C)C.[ClH:18].O1CCOCC1. Given the product [ClH:18].[NH2:4][CH2:3][C:2]([C:12]1[CH:13]=[N:14][CH:15]=[CH:16][CH:17]=1)=[O:1], predict the reactants needed to synthesize it. (2) Given the product [Cl:37][C:23]1[S:22][C:21]([C:18]2[CH:19]=[CH:20][C:15]([C:12]3[CH:11]=[CH:10][C:9]([C:6]4([C:4]([OH:5])=[O:3])[CH2:7][CH2:8]4)=[CH:14][CH:13]=3)=[C:16]([O:38][CH3:39])[CH:17]=2)=[C:25]([NH:26][C:27]([O:29][C@@H:30]([C:32]2[CH:36]=[CH:35][S:34][CH:33]=2)[CH3:31])=[O:28])[CH:24]=1, predict the reactants needed to synthesize it. The reactants are: C([O:3][C:4]([C:6]1([C:9]2[CH:14]=[CH:13][C:12]([C:15]3[CH:20]=[CH:19][C:18]([C:21]4[S:22][C:23]([Cl:37])=[CH:24][C:25]=4[NH:26][C:27]([O:29][C@@H:30]([C:32]4[CH:36]=[CH:35][S:34][CH:33]=4)[CH3:31])=[O:28])=[CH:17][C:16]=3[O:38][CH3:39])=[CH:11][CH:10]=2)[CH2:8][CH2:7]1)=[O:5])C.C(O)(C)C.[OH-].[Na+].Cl.